Dataset: Forward reaction prediction with 1.9M reactions from USPTO patents (1976-2016). Task: Predict the product of the given reaction. (1) Given the reactants [CH2:1]([O:3][C:4]([C@@:6]1([NH:11][C:12]([C@@H:14]2[CH2:18][CH2:17][CH2:16][N:15]2[C:19]([O:21]C(C)(C)C)=O)=[O:13])[CH2:8][C@H:7]1[CH:9]=[CH2:10])=[O:5])[CH3:2].O1CCOC[CH2:27]1.C(OC(N[C@@H:40]([CH2:44][CH2:45][CH2:46][CH2:47][CH2:48][CH:49]=[CH2:50])[C:41]([OH:43])=[O:42])=O)(C)(C)C.CN(C(ON1N=NC2[CH:62]=[CH:63][CH:64]=NC1=2)=[N+](C)C)C.F[P-](F)(F)(F)(F)F.CCN(C(C)C)C(C)C, predict the reaction product. The product is: [C:63]([O:43][C:41]([C@@H:40]([CH2:44][CH2:45][CH2:46][CH2:47][CH2:48][CH:49]=[CH2:50])[C:19]([N:15]1[C@H:14]([C:12]([NH:11][C@:6]2([C:4]([O:3][CH2:1][CH3:2])=[O:5])[CH2:8][C@H:7]2[CH:9]=[CH2:10])=[O:13])[CH2:18][CH2:17][CH2:16]1)=[O:21])=[O:42])([CH3:62])([CH3:64])[CH3:27]. (2) Given the reactants [C:1]1([CH2:7][CH2:8][CH2:9][CH2:10][CH2:11][CH2:12][C:13]([C:15]2[O:16][CH:17]=[C:18]([C:20]([NH2:22])=O)[N:19]=2)=[O:14])[CH:6]=[CH:5][CH:4]=[CH:3][CH:2]=1.N1C=CC=CC=1.FC(F)(F)C(OC(=O)C(F)(F)F)=O, predict the reaction product. The product is: [C:1]1([CH2:7][CH2:8][CH2:9][CH2:10][CH2:11][CH2:12][C:13]([C:15]2[O:16][CH:17]=[C:18]([C:20]#[N:22])[N:19]=2)=[O:14])[CH:2]=[CH:3][CH:4]=[CH:5][CH:6]=1. (3) Given the reactants [NH2:1][C:2]1[N:7]=[CH:6][N:5]=[C:4]2[N:8]([CH:20]([C:22]3[O:23][C:24]4[C:29]([C:30](=[O:39])[C:31]=3[C:32]3[CH:37]=[CH:36][CH:35]=[C:34]([F:38])[CH:33]=3)=[CH:28][CH:27]=[CH:26][CH:25]=4)[CH3:21])[N:9]=[C:10]([C:11]3[CH:16]=[C:15]([O:17]C)[CH:14]=[C:13]([F:19])[CH:12]=3)[C:3]=12, predict the reaction product. The product is: [NH2:1][C:2]1[N:7]=[CH:6][N:5]=[C:4]2[N:8]([CH:20]([C:22]3[O:23][C:24]4[C:29]([C:30](=[O:39])[C:31]=3[C:32]3[CH:37]=[CH:36][CH:35]=[C:34]([F:38])[CH:33]=3)=[CH:28][CH:27]=[CH:26][CH:25]=4)[CH3:21])[N:9]=[C:10]([C:11]3[CH:16]=[C:15]([OH:17])[CH:14]=[C:13]([F:19])[CH:12]=3)[C:3]=12. (4) Given the reactants Br[C:2]1[CH:7]=[CH:6][C:5]([NH:8][C:9]#[N:10])=[C:4]([O:11][CH3:12])[CH:3]=1.[CH3:13][N:14]1[C:18]([C:19]#[N:20])=[CH:17][CH:16]=[C:15]1B(O)O.C(=O)([O-])[O-].[K+].[K+].C(P(C(C)(C)C)C(C)(C)C)(C)(C)C.[Br-], predict the reaction product. The product is: [C:19]([C:18]1[N:14]([CH3:13])[C:15]([C:2]2[CH:7]=[CH:6][C:5]([NH:8][C:9]#[N:10])=[C:4]([O:11][CH3:12])[CH:3]=2)=[CH:16][CH:17]=1)#[N:20]. (5) The product is: [I:11][C:10]1[N:17]([C@@H:18]2[O:30][C@H:29]([CH2:31][O:32][C:33](=[O:35])[CH3:34])[C@@H:24]([O:25][C:26](=[O:28])[CH3:27])[C@H:19]2[O:20][C:21](=[O:23])[CH3:22])[CH:16]=[N:15][C:14]=1[C:36]([NH2:38])=[O:37]. Given the reactants N(OCCC(C)C)=O.I[CH2:10][I:11].NC1[N:17]([C@@H:18]2[O:30][C@H:29]([CH2:31][O:32][C:33](=[O:35])[CH3:34])[C@@H:24]([O:25][C:26](=[O:28])[CH3:27])[C@H:19]2[O:20][C:21](=[O:23])[CH3:22])[CH:16]=[N:15][C:14]=1[C:36]([NH2:38])=[O:37], predict the reaction product. (6) Given the reactants [F:1][C:2]1[CH:9]=[CH:8][C:7]([C:10]([F:13])([F:12])[F:11])=[CH:6][C:3]=1[CH2:4][NH2:5].C(N(CC)C(C)C)(C)C.[Br:23][C:24]1[CH:25]=[N:26][C:27](Cl)=[N:28][CH:29]=1, predict the reaction product. The product is: [Br:23][C:24]1[CH:25]=[N:26][C:27]([NH:5][CH2:4][C:3]2[CH:6]=[C:7]([C:10]([F:11])([F:12])[F:13])[CH:8]=[CH:9][C:2]=2[F:1])=[N:28][CH:29]=1. (7) Given the reactants C(OC(=O)[NH:7][C:8]1([C:12]2[CH:17]=[CH:16][C:15]([C:18]3[C:19]([C:37]4[CH:42]=[CH:41][CH:40]=[CH:39][CH:38]=4)=[CH:20][C:21]4[N:22]([C:24]([C:28]5[CH:33]=[CH:32][CH:31]=[C:30]([C:34](=[O:36])[NH2:35])[CH:29]=5)=[C:25]([CH3:27])[N:26]=4)[N:23]=3)=[CH:14][CH:13]=2)[CH2:11][CH2:10][CH2:9]1)(C)(C)C.Cl, predict the reaction product. The product is: [NH2:7][C:8]1([C:12]2[CH:13]=[CH:14][C:15]([C:18]3[C:19]([C:37]4[CH:38]=[CH:39][CH:40]=[CH:41][CH:42]=4)=[CH:20][C:21]4[N:22]([C:24]([C:28]5[CH:29]=[C:30]([CH:31]=[CH:32][CH:33]=5)[C:34]([NH2:35])=[O:36])=[C:25]([CH3:27])[N:26]=4)[N:23]=3)=[CH:16][CH:17]=2)[CH2:9][CH2:10][CH2:11]1. (8) Given the reactants [S:1]([O-:5])([O-:4])(=[O:3])=[O:2].[NH4+].[NH4+].S(O)(O)(=O)=[O:9].C1(N)CCCCC1.C1(N)CCCCC1.S(O)(O)(=O)=[O:28].[CH:32]1([NH:38][CH:39]2[CH2:44][CH2:43][CH2:42][CH2:41][CH2:40]2)[CH2:37][CH2:36][CH2:35][CH2:34][CH2:33]1.[CH:45]1([NH:51][CH:52]2[CH2:57][CH2:56][CH2:55][CH2:54][CH2:53]2)[CH2:50][CH2:49][CH2:48][CH2:47][CH2:46]1, predict the reaction product. The product is: [S:1]([OH:5])([OH:4])(=[O:3])=[O:2].[CH:39]1([N:38]([CH:32]2[CH2:33][CH2:34][CH2:35][CH2:36][CH2:37]2)[OH:28])[CH2:40][CH2:41][CH2:42][CH2:43][CH2:44]1.[CH:52]1([N:51]([CH:45]2[CH2:46][CH2:47][CH2:48][CH2:49][CH2:50]2)[OH:9])[CH2:53][CH2:54][CH2:55][CH2:56][CH2:57]1. (9) Given the reactants [C:1]1([C:7]2[CH:8]=[CH:9][C:10]3[N:11]([C:13]([CH2:16][NH:17][C:18]4[CH:23]=[CH:22][N:21]=[CH:20][C:19]=4[NH2:24])=[N:14][N:15]=3)[N:12]=2)[CH:6]=[CH:5][CH:4]=[CH:3][CH:2]=1.[N:25]([O-])=O.[Na+], predict the reaction product. The product is: [C:1]1([C:7]2[CH:8]=[CH:9][C:10]3[N:11]([C:13]([CH2:16][N:17]4[C:18]5[CH:23]=[CH:22][N:21]=[CH:20][C:19]=5[N:24]=[N:25]4)=[N:14][N:15]=3)[N:12]=2)[CH:2]=[CH:3][CH:4]=[CH:5][CH:6]=1.